This data is from Full USPTO retrosynthesis dataset with 1.9M reactions from patents (1976-2016). The task is: Predict the reactants needed to synthesize the given product. Given the product [F:17][C:18]1[CH:23]=[CH:22][CH:21]=[C:20]([F:24])[C:19]=1[S:25]([O:9][C:4]1[CH:5]=[CH:6][C:7]([NH2:8])=[C:2]([NH2:1])[CH:3]=1)(=[O:27])=[O:26], predict the reactants needed to synthesize it. The reactants are: [NH2:1][C:2]1[CH:3]=[C:4]([OH:9])[CH:5]=[CH:6][C:7]=1[NH2:8].C(N(CC)CC)C.[F:17][C:18]1[CH:23]=[CH:22][CH:21]=[C:20]([F:24])[C:19]=1[S:25](Cl)(=[O:27])=[O:26].